Task: Predict the reaction yield, written as a fraction of the theoretical maximum amount of product (1.0 means a 100% yield; for example, 0.34 means a 34% yield).. Dataset: Reaction yield outcomes from USPTO patents with 853,638 reactions (1) The reactants are [O:1]=[C:2]1[N:6]([CH:7]2[CH2:12][CH2:11][NH:10][CH2:9][CH2:8]2)[C:5]2[CH:13]=[CH:14][CH:15]=[CH:16][C:4]=2[NH:3]1.Br[CH2:18][C:19]([O:21][CH2:22][CH3:23])=[O:20].C(N(CC)C(C)C)(C)C. The catalyst is C(#N)C. The product is [O:1]=[C:2]1[N:6]([CH:7]2[CH2:8][CH2:9][N:10]([CH2:18][C:19]([O:21][CH2:22][CH3:23])=[O:20])[CH2:11][CH2:12]2)[C:5]2[CH:13]=[CH:14][CH:15]=[CH:16][C:4]=2[NH:3]1. The yield is 0.940. (2) The reactants are [F:1][C:2]([F:36])([F:35])[C:3]1[CH:4]=[C:5]([C:13]([CH3:34])([CH3:33])[C:14]([N:16]([C:18]2[CH:19]=[N:20][C:21](Cl)=[CH:22][C:23]=2[C:24]2[CH:29]=[CH:28][C:27]([F:30])=[CH:26][C:25]=2[CH3:31])[CH3:17])=[O:15])[CH:6]=[C:7]([C:9]([F:12])([F:11])[F:10])[CH:8]=1.[CH2:37]([NH2:40])[CH2:38][NH2:39]. The catalyst is COC(C)(C)C. The product is [NH2:39][CH2:38][CH2:37][NH:40][C:21]1[N:20]=[CH:19][C:18]([N:16]([CH3:17])[C:14](=[O:15])[C:13]([C:5]2[CH:4]=[C:3]([C:2]([F:36])([F:35])[F:1])[CH:8]=[C:7]([C:9]([F:12])([F:11])[F:10])[CH:6]=2)([CH3:34])[CH3:33])=[C:23]([C:24]2[CH:29]=[CH:28][C:27]([F:30])=[CH:26][C:25]=2[CH3:31])[CH:22]=1. The yield is 0.880. (3) The reactants are [CH3:1][CH:2]1[CH2:7][CH:6](O)[CH:5]=[C:4]([C:9]2[CH:14]=[CH:13][N:12]=[CH:11][C:10]=2[N+:15]([O-:17])=[O:16])[CH2:3]1.CC1C=CC(S(O)(=O)=O)=CC=1.CCOC(C)=O. The catalyst is O1CCOCC1. The product is [CH3:1][CH:2]1[CH2:3][C:4]([C:9]2[CH:14]=[CH:13][N:12]=[CH:11][C:10]=2[N+:15]([O-:17])=[O:16])=[CH:5][CH:6]=[CH:7]1. The yield is 0.680. (4) The reactants are C([N:8]1[CH2:13][CH2:12][CH:11]([CH2:14][NH:15][C:16]2[CH:31]=[CH:30][C:29]([F:32])=[CH:28][C:17]=2[C:18]([NH:20][C:21]2[CH:26]=[CH:25][C:24]([Cl:27])=[CH:23][N:22]=2)=[O:19])[CH2:10][CH2:9]1)(OC(C)(C)C)=O. The catalyst is FC(F)(F)C(O)=O. The product is [Cl:27][C:24]1[CH:25]=[CH:26][C:21]([NH:20][C:18](=[O:19])[C:17]2[CH:28]=[C:29]([F:32])[CH:30]=[CH:31][C:16]=2[NH:15][CH2:14][CH:11]2[CH2:10][CH2:9][NH:8][CH2:13][CH2:12]2)=[N:22][CH:23]=1. The yield is 0.840. (5) The reactants are [OH:1][CH2:2][CH2:3][NH:4][CH2:5][CH2:6][OH:7].Br[CH2:9][CH2:10][O:11][C:12]1[CH:17]=[CH:16][CH:15]=[CH:14][CH:13]=1.C(=O)([O-])[O-].[K+].[K+]. The catalyst is C(O)C. The product is [OH:1][CH2:2][CH2:3][N:4]([CH2:9][CH2:10][O:11][C:12]1[CH:17]=[CH:16][CH:15]=[CH:14][CH:13]=1)[CH2:5][CH2:6][OH:7]. The yield is 0.780. (6) The reactants are [CH:1]1([N:4]2[CH2:9][CH2:8][N:7]([C:10]3[S:11][C:12]4[CH:18]=[C:17]([C:19]#[N:20])[CH:16]=[CH:15][C:13]=4[N:14]=3)[CH2:6][CH2:5]2)[CH2:3][CH2:2]1.[NH4+].[OH-]. The catalyst is CO.C1COCC1.[Ni]. The product is [NH2:20][CH2:19][C:17]1[CH:16]=[CH:15][C:13]2[N:14]=[C:10]([N:7]3[CH2:8][CH2:9][N:4]([CH:1]4[CH2:2][CH2:3]4)[CH2:5][CH2:6]3)[S:11][C:12]=2[CH:18]=1. The yield is 0.493.